This data is from Acute oral toxicity (LD50) regression data from Zhu et al.. The task is: Regression/Classification. Given a drug SMILES string, predict its toxicity properties. Task type varies by dataset: regression for continuous values (e.g., LD50, hERG inhibition percentage) or binary classification for toxic/non-toxic outcomes (e.g., AMES mutagenicity, cardiotoxicity, hepatotoxicity). Dataset: ld50_zhu. The compound is CC(C)=NNC(=O)CSc1cc(Oc2ccc(C)cc2)ncn1. The rat oral LD50 is 2.56, given as -log10 of the dose in mol/kg body weight (higher means more acutely toxic).